The task is: Regression. Given two drug SMILES strings and cell line genomic features, predict the synergy score measuring deviation from expected non-interaction effect.. This data is from NCI-60 drug combinations with 297,098 pairs across 59 cell lines. Drug 1: C1=CC(=C2C(=C1NCCNCCO)C(=O)C3=C(C=CC(=C3C2=O)O)O)NCCNCCO. Drug 2: CC(C)CN1C=NC2=C1C3=CC=CC=C3N=C2N. Cell line: SF-268. Synergy scores: CSS=33.4, Synergy_ZIP=0.757, Synergy_Bliss=-0.501, Synergy_Loewe=-22.3, Synergy_HSA=-1.91.